From a dataset of Tyrosyl-DNA phosphodiesterase HTS with 341,365 compounds. Binary Classification. Given a drug SMILES string, predict its activity (active/inactive) in a high-throughput screening assay against a specified biological target. (1) The compound is O=C(Nc1c(c(ccc1)C)C)c1ccc(n2c3ncccc3nc2)cc1. The result is 0 (inactive). (2) The drug is O(C(=O)N1CCC(NC(=O)c2cc3ncn(C4CCCC4)c3cc2)CC1)CC. The result is 0 (inactive).